The task is: Predict the reactants needed to synthesize the given product.. This data is from Full USPTO retrosynthesis dataset with 1.9M reactions from patents (1976-2016). (1) Given the product [Br:1][C:2]1[CH:3]=[C:4]2[C:8](=[CH:9][CH:10]=1)[NH:7][C:6]([C:11]#[N:13])=[CH:5]2, predict the reactants needed to synthesize it. The reactants are: [Br:1][C:2]1[CH:3]=[C:4]2[C:8](=[CH:9][CH:10]=1)[NH:7][C:6]([C:11]([NH2:13])=O)=[CH:5]2.[OH-].[Na+]. (2) Given the product [C:1]1([N:7]2[C:11]([C:12]3[CH:17]=[CH:16][CH:15]=[CH:14][CH:13]=3)=[CH:10][C:9]([C:18]3[CH:23]=[CH:22][CH:21]=[CH:20][CH:19]=3)=[N:8]2)[CH:6]=[CH:5][CH:4]=[CH:3][CH:2]=1, predict the reactants needed to synthesize it. The reactants are: [C:1]1([N:7]2[CH:11]([C:12]3[CH:17]=[CH:16][CH:15]=[CH:14][CH:13]=3)[CH:10]=[C:9]([C:18]3[CH:23]=[CH:22][CH:21]=[CH:20][CH:19]=3)[NH:8]2)[CH:6]=[CH:5][CH:4]=[CH:3][CH:2]=1. (3) The reactants are: [C:1]([N:4]1[C@@H:10]([CH3:11])[C@H:9]([NH:12][C:13](=[O:25])[C@@H:14]([N:16](C)[C:17](=O)OC(C)(C)C)[CH3:15])[C:8](=[O:26])[N:7]([CH2:27][C:28]2[C:37]3[C:32](=[CH:33][CH:34]=[CH:35][CH:36]=3)[CH:31]=[CH:30][C:29]=2[CH3:38])[C:6]2[CH:39]=[CH:40][C:41]([C:43]#[N:44])=[CH:42][C:5]1=2)(=[O:3])[CH3:2].[ClH:45]. Given the product [ClH:45].[C:1]([N:4]1[C@@H:10]([CH3:11])[C@H:9]([NH:12][C:13](=[O:25])[C@@H:14]([NH:16][CH3:17])[CH3:15])[C:8](=[O:26])[N:7]([CH2:27][C:28]2[C:37]3[C:32](=[CH:33][CH:34]=[CH:35][CH:36]=3)[CH:31]=[CH:30][C:29]=2[CH3:38])[C:6]2[CH:39]=[CH:40][C:41]([C:43]#[N:44])=[CH:42][C:5]1=2)(=[O:3])[CH3:2], predict the reactants needed to synthesize it. (4) Given the product [F:26][C:27]([F:35])([F:36])[C:28]1[CH:29]=[C:30]([CH:31]=[CH:32][CH:33]=1)[O:34][C:3]1[CH:4]=[CH:5][N:21]=[C:19]([C:18]2[CH:22]=[CH:23][C:15]([C:14]([F:24])([F:25])[F:13])=[CH:16][CH:17]=2)[N:20]=1, predict the reactants needed to synthesize it. The reactants are: O.Cl[C:3](Cl)(Cl)[CH2:4][CH:5](Cl)OCC.Cl.[F:13][C:14]([F:25])([F:24])[C:15]1[CH:23]=[CH:22][C:18]([C:19]([NH2:21])=[NH:20])=[CH:17][CH:16]=1.[F:26][C:27]([F:36])([F:35])[C:28]1[CH:29]=[C:30]([OH:34])[CH:31]=[CH:32][CH:33]=1.C(=O)([O-])[O-].[K+].[K+].ClC(Cl)=CC=O.